This data is from NCI-60 drug combinations with 297,098 pairs across 59 cell lines. The task is: Regression. Given two drug SMILES strings and cell line genomic features, predict the synergy score measuring deviation from expected non-interaction effect. (1) Drug 1: C1=NC2=C(N=C(N=C2N1C3C(C(C(O3)CO)O)O)F)N. Drug 2: COC1=C2C(=CC3=C1OC=C3)C=CC(=O)O2. Cell line: A549. Synergy scores: CSS=-1.17, Synergy_ZIP=-0.623, Synergy_Bliss=-0.894, Synergy_Loewe=-2.28, Synergy_HSA=-1.40. (2) Drug 1: CC1=C(C(=CC=C1)Cl)NC(=O)C2=CN=C(S2)NC3=CC(=NC(=N3)C)N4CCN(CC4)CCO. Drug 2: C1CN(P(=O)(OC1)NCCCl)CCCl. Cell line: MALME-3M. Synergy scores: CSS=-2.29, Synergy_ZIP=2.23, Synergy_Bliss=4.40, Synergy_Loewe=-2.82, Synergy_HSA=-1.99. (3) Drug 1: CCC1(CC2CC(C3=C(CCN(C2)C1)C4=CC=CC=C4N3)(C5=C(C=C6C(=C5)C78CCN9C7C(C=CC9)(C(C(C8N6C=O)(C(=O)OC)O)OC(=O)C)CC)OC)C(=O)OC)O.OS(=O)(=O)O. Drug 2: CC1=C(C(=O)C2=C(C1=O)N3CC4C(C3(C2COC(=O)N)OC)N4)N. Cell line: K-562. Synergy scores: CSS=34.2, Synergy_ZIP=-5.26, Synergy_Bliss=-0.163, Synergy_Loewe=2.17, Synergy_HSA=3.91. (4) Drug 1: CN1C2=C(C=C(C=C2)N(CCCl)CCCl)N=C1CCCC(=O)O.Cl. Drug 2: COCCOC1=C(C=C2C(=C1)C(=NC=N2)NC3=CC=CC(=C3)C#C)OCCOC.Cl. Cell line: RXF 393. Synergy scores: CSS=-0.419, Synergy_ZIP=-1.28, Synergy_Bliss=-3.88, Synergy_Loewe=-0.323, Synergy_HSA=-3.51. (5) Drug 1: CC12CCC(CC1=CCC3C2CCC4(C3CC=C4C5=CN=CC=C5)C)O. Drug 2: CCC1(CC2CC(C3=C(CCN(C2)C1)C4=CC=CC=C4N3)(C5=C(C=C6C(=C5)C78CCN9C7C(C=CC9)(C(C(C8N6C)(C(=O)OC)O)OC(=O)C)CC)OC)C(=O)OC)O.OS(=O)(=O)O. Cell line: SK-MEL-2. Synergy scores: CSS=31.3, Synergy_ZIP=1.82, Synergy_Bliss=4.86, Synergy_Loewe=-27.5, Synergy_HSA=3.58. (6) Synergy scores: CSS=73.2, Synergy_ZIP=-0.0568, Synergy_Bliss=0.0210, Synergy_Loewe=1.52, Synergy_HSA=5.20. Cell line: CAKI-1. Drug 1: C1=CC(=CC=C1CC(C(=O)O)N)N(CCCl)CCCl.Cl. Drug 2: CC1=C(C(=CC=C1)Cl)NC(=O)C2=CN=C(S2)NC3=CC(=NC(=N3)C)N4CCN(CC4)CCO. (7) Drug 1: CC1=C(C=C(C=C1)C(=O)NC2=CC(=CC(=C2)C(F)(F)F)N3C=C(N=C3)C)NC4=NC=CC(=N4)C5=CN=CC=C5. Drug 2: COC1=C2C(=CC3=C1OC=C3)C=CC(=O)O2. Cell line: SF-539. Synergy scores: CSS=-0.350, Synergy_ZIP=3.14, Synergy_Bliss=-5.41, Synergy_Loewe=-9.53, Synergy_HSA=-6.86.